This data is from Reaction yield outcomes from USPTO patents with 853,638 reactions. The task is: Predict the reaction yield, written as a fraction of the theoretical maximum amount of product (1.0 means a 100% yield; for example, 0.34 means a 34% yield). The product is [C:1]([O:5][C:6](=[O:23])[CH2:7][C@@H:8]([OH:22])[CH2:9][C@H:10]([OH:21])[CH2:11][O:12][C:13](=[O:20])[C:14]1[CH:15]=[CH:16][CH:17]=[CH:18][CH:19]=1)([CH3:4])([CH3:2])[CH3:3]. The yield is 0.820. The reactants are [C:1]([O:5][C:6](=[O:23])[CH2:7][C:8](=[O:22])[CH2:9][C@H:10]([OH:21])[CH2:11][O:12][C:13](=[O:20])[C:14]1[CH:19]=[CH:18][CH:17]=[CH:16][CH:15]=1)([CH3:4])([CH3:3])[CH3:2].[H][H]. The catalyst is CO.O.